Task: Predict the reactants needed to synthesize the given product.. Dataset: Full USPTO retrosynthesis dataset with 1.9M reactions from patents (1976-2016) (1) Given the product [O:7]1[CH2:12][CH2:11][CH2:10][O:9][CH:8]1[CH2:13][CH2:14][C:4]([CH2:3][CH2:2][CH:1]1[O:6][CH2:2][CH2:3][CH2:4][O:5]1)([OH:5])[CH2:18][CH2:19][CH2:20][CH2:21][OH:17], predict the reactants needed to synthesize it. The reactants are: [C:1]1(=[O:6])[O:5][CH2:4][CH2:3][CH2:2]1.[O:7]1[CH2:12][CH2:11][CH2:10][O:9][CH:8]1[CH2:13][CH2:14][Mg]Br.[O:17]1[CH2:21][CH2:20][CH2:19][CH2:18]1.[Cl-].[NH4+]. (2) Given the product [O:11]([C:8]1[CH:7]=[CH:6][C:5]([CH2:4][CH2:3][C:2]([C:18]2[O:19][C:20]([C:23]3[N:28]=[CH:27][C:26]([C:29]([O:31][CH3:32])=[O:30])=[CH:25][CH:24]=3)=[CH:21][N:22]=2)=[O:1])=[CH:10][CH:9]=1)[C:12]1[CH:17]=[CH:16][CH:15]=[CH:14][CH:13]=1, predict the reactants needed to synthesize it. The reactants are: [OH:1][CH:2]([C:18]1[O:19][C:20]([C:23]2[N:28]=[CH:27][C:26]([C:29]([O:31][CH3:32])=[O:30])=[CH:25][CH:24]=2)=[CH:21][N:22]=1)[CH2:3][CH2:4][C:5]1[CH:10]=[CH:9][C:8]([O:11][C:12]2[CH:17]=[CH:16][CH:15]=[CH:14][CH:13]=2)=[CH:7][CH:6]=1.CC(OI1(OC(C)=O)(OC(C)=O)OC(=O)C2C=CC=CC1=2)=O.C([O-])(O)=O.[Na+]. (3) Given the product [CH3:19][O:18][C:12]1[CH:11]=[C:10]([CH:15]=[C:14]([O:16][CH3:17])[CH:13]=1)[CH2:9][NH:8][C:6]1[N:7]=[C:2]([C:26]2[CH:25]=[CH:24][C:23]([OH:37])=[C:22]([O:21][CH3:20])[CH:27]=2)[CH:3]=[N:4][CH:5]=1, predict the reactants needed to synthesize it. The reactants are: Cl[C:2]1[N:7]=[C:6]([NH:8][CH2:9][C:10]2[CH:15]=[C:14]([O:16][CH3:17])[CH:13]=[C:12]([O:18][CH3:19])[CH:11]=2)[CH:5]=[N:4][CH:3]=1.[CH3:20][O:21][C:22]1[CH:27]=[C:26](B2OC(C)(C)C(C)(C)O2)[CH:25]=[CH:24][C:23]=1[OH:37]. (4) Given the product [OH:15][CH2:14][CH2:13][O:12][C:10]1[CH:9]=[CH:8][C:5]2[O:6][CH2:7][C:3](=[O:2])[C:4]=2[CH:11]=1, predict the reactants needed to synthesize it. The reactants are: C[O:2][C:3]1[C:4]2[CH:11]=[C:10]([O:12][CH2:13][CH2:14][O:15]C(=O)C)[CH:9]=[CH:8][C:5]=2[O:6][CH:7]=1.O.OS(O)(=O)=O.[Na+].[Cl-]. (5) Given the product [CH:1]1([NH:5][C:6]2[N:11]=[C:10]3[CH2:12][N:13]([C:31](=[O:33])[CH3:32])[CH2:14][CH2:15][C:9]3=[N:8][C:7]=2[N:16]2[CH2:21][CH2:20][N:19]([CH2:22][C:23]3[CH:28]=[CH:27][C:26]([F:29])=[CH:25][C:24]=3[F:30])[CH2:18][CH2:17]2)[CH2:4][CH2:3][CH2:2]1, predict the reactants needed to synthesize it. The reactants are: [CH:1]1([NH:5][C:6]2[N:11]=[C:10]3[CH:12]=[N:13][CH:14]=[CH:15][C:9]3=[N:8][C:7]=2[N:16]2[CH2:21][CH2:20][N:19]([CH2:22][C:23]3[CH:28]=[CH:27][C:26]([F:29])=[CH:25][C:24]=3[F:30])[CH2:18][CH2:17]2)[CH2:4][CH2:3][CH2:2]1.[C:31](OC(=O)C)(=[O:33])[CH3:32]. (6) Given the product [SH:4][C:3]1[N:5]=[C:12]([OH:13])[CH:11]=[C:6]([CH2:7][CH2:8][CH3:9])[N:2]=1, predict the reactants needed to synthesize it. The reactants are: [Na].[NH2:2][C:3]([NH2:5])=[S:4].[C:6]([CH2:11][C:12](OCC)=[O:13])(=O)[CH2:7][CH2:8][CH3:9]. (7) The reactants are: [F:1][C:2]1[CH:7]=[CH:6][C:5]([C:8]2[N:9]=[C:10]([C:19]3[CH:27]=[CH:26][C:22]([C:23]([OH:25])=[O:24])=[CH:21][CH:20]=3)[NH:11][C:12]=2[C:13]2[CH:18]=[CH:17][N:16]=[CH:15][CH:14]=2)=[CH:4][CH:3]=1.C(N1C=CN=C1)(N1C=CN=C1)=O.[CH3:40][N:41]([CH3:46])[C:42](=[O:45])[CH2:43]O.O. Given the product [CH3:40][N:41]([CH3:46])[C:42](=[O:45])[CH2:43][O:24][C:23](=[O:25])[C:22]1[CH:26]=[CH:27][C:19]([C:10]2[NH:11][C:12]([C:13]3[CH:18]=[CH:17][N:16]=[CH:15][CH:14]=3)=[C:8]([C:5]3[CH:4]=[CH:3][C:2]([F:1])=[CH:7][CH:6]=3)[N:9]=2)=[CH:20][CH:21]=1, predict the reactants needed to synthesize it. (8) Given the product [O:1]=[C:2]1[NH:6][C@H:5]([C:7]2[CH:12]=[CH:11][CH:10]=[C:9]([C:13]#[C:14][C:15]3[CH:16]=[CH:17][CH:18]=[CH:19][CH:20]=3)[CH:8]=2)[C@@H:4]([C:21]#[N:23])[O:3]1, predict the reactants needed to synthesize it. The reactants are: [O:1]=[C:2]1[NH:6][C@H:5]([C:7]2[CH:12]=[CH:11][CH:10]=[C:9]([C:13]#[C:14][C:15]3[CH:20]=[CH:19][CH:18]=[CH:17][CH:16]=3)[CH:8]=2)[C@@H:4]([C:21]([NH2:23])=O)[O:3]1.P(Cl)(Cl)(Cl)=O.C(=O)(O)[O-].[Na+]. (9) Given the product [C:34]1([P:27](=[O:11])([C:21]2[CH:22]=[CH:23][CH:24]=[CH:25][CH:26]=2)[C:28]2[CH:33]=[CH:32][CH:31]=[CH:30][CH:29]=2)[CH:35]=[CH:36][CH:37]=[CH:38][CH:39]=1, predict the reactants needed to synthesize it. The reactants are: C(C1C=CC([OH:11])=CC=1)(C)(C)C.OCCN1CCOCC1.[C:21]1([P:27]([C:34]2[CH:39]=[CH:38][CH:37]=[CH:36][CH:35]=2)[C:28]2[CH:33]=[CH:32][CH:31]=[CH:30][CH:29]=2)[CH:26]=[CH:25][CH:24]=[CH:23][CH:22]=1.CCOC(/N=N/C(OCC)=O)=O.C1(C)C=CC=CC=1. (10) Given the product [CH:30]1([C:11]2[C:12]([NH:17][C@@H:18]3[C:26]4[C:21](=[CH:22][CH:23]=[CH:24][CH:25]=4)[CH2:20][C@@H:19]3[O:27][CH2:28][CH3:29])=[N:13][C:14]([CH3:15])=[C:9]([C:3]3[CH:4]=[CH:5][C:6]([Cl:8])=[CH:7][C:2]=3[Cl:1])[N:10]=2)[CH2:32][CH2:31]1, predict the reactants needed to synthesize it. The reactants are: [Cl:1][C:2]1[CH:7]=[C:6]([Cl:8])[CH:5]=[CH:4][C:3]=1[C:9]1[N:10]=[C:11]([CH2:30][CH3:31])[C:12]([NH:17][C@@H:18]2[C:26]3[C:21](=[CH:22][CH:23]=[CH:24][CH:25]=3)[CH2:20][C@@H:19]2[O:27][CH2:28][CH3:29])=[N:13][C:14]=1[CH2:15]C.[CH:32]1(C2C(N[C@@H]3C4C(=CC=CC=4)C[C@@H]3O)=NC(C)=C(C3C=CC(Cl)=CC=3Cl)N=2)CC1.